Dataset: Forward reaction prediction with 1.9M reactions from USPTO patents (1976-2016). Task: Predict the product of the given reaction. The product is: [Br:1][C:2]1[N:3]=[C:4]2[C:10]([CH:21]=[O:22])=[CH:9][NH:8][C:5]2=[N:6][CH:7]=1. Given the reactants [Br:1][C:2]1[N:3]=[C:4]2[CH:10]=[CH:9][NH:8][C:5]2=[N:6][CH:7]=1.C1N2CN3CN(C2)CN1C3.[C:21]([O-])([O-])=[O:22].[Na+].[Na+], predict the reaction product.